This data is from Peptide-MHC class I binding affinity with 185,985 pairs from IEDB/IMGT. The task is: Regression. Given a peptide amino acid sequence and an MHC pseudo amino acid sequence, predict their binding affinity value. This is MHC class I binding data. The binding affinity (normalized) is 0.0523. The peptide sequence is EDIDSVETL. The MHC is HLA-B44:03 with pseudo-sequence HLA-B44:03.